Dataset: Full USPTO retrosynthesis dataset with 1.9M reactions from patents (1976-2016). Task: Predict the reactants needed to synthesize the given product. (1) Given the product [CH3:24][CH:23]([N:12]([CH2:11][C:9]1[N:10]=[C:6]2[CH:5]=[CH:4][CH:3]=[C:2]([N:32]3[CH2:33][CH2:34][N:29]([CH:26]([CH3:28])[CH3:27])[CH2:30][CH2:31]3)[N:7]2[CH:8]=1)[CH:13]1[C:22]2[N:21]=[CH:20][CH:19]=[CH:18][C:17]=2[CH2:16][CH2:15][CH2:14]1)[CH3:25], predict the reactants needed to synthesize it. The reactants are: F[C:2]1[N:7]2[CH:8]=[C:9]([CH2:11][N:12]([CH:23]([CH3:25])[CH3:24])[CH:13]3[C:22]4[N:21]=[CH:20][CH:19]=[CH:18][C:17]=4[CH2:16][CH2:15][CH2:14]3)[N:10]=[C:6]2[CH:5]=[CH:4][CH:3]=1.[CH:26]([N:29]1[CH2:34][CH2:33][NH:32][CH2:31][CH2:30]1)([CH3:28])[CH3:27]. (2) Given the product [Br:9][C:10]1[CH:11]=[C:12]([CH:13]2[C:22]3[C:21](=[O:26])[CH2:20][O:19][CH2:24][C:23]=3[NH:1][C:2]3[N:3]([CH3:8])[O:4][C:5](=[O:7])[C:6]2=3)[CH:15]=[CH:16][C:17]=1[F:18], predict the reactants needed to synthesize it. The reactants are: [NH2:1][C:2]1[N:3]([CH3:8])[O:4][C:5](=[O:7])[CH:6]=1.[Br:9][C:10]1[CH:11]=[C:12]([CH:15]=[CH:16][C:17]=1[F:18])[CH:13]=O.[O:19]1[CH2:24][C:23](=O)[CH2:22][C:21](=[O:26])[CH2:20]1. (3) The reactants are: C(O[C:6](=[O:31])[NH:7][C@H:8]([C:10](=[O:30])[NH:11][C@H:12]([B:17]1[O:25][C@H:24]2[C@:19]([CH3:29])([C@H:20]3[CH2:26][C@@H:22]([CH2:23]2)[C:21]3([CH3:28])[CH3:27])[O:18]1)[CH2:13][CH:14]([CH3:16])[CH3:15])[CH3:9])(C)(C)C.[C:32]1([C:52]2[CH:57]=[CH:56][CH:55]=[CH:54][CH:53]=2)[CH:37]=[CH:36][CH:35]=[C:34]([NH:38][C@@H:39]([CH2:43][C:44]2[CH:49]=[CH:48][C:47]([O:50][CH3:51])=[CH:46][CH:45]=2)C(O)=O)[CH:33]=1. Given the product [C:32]1([C:52]2[CH:57]=[CH:56][CH:55]=[CH:54][CH:53]=2)[CH:37]=[CH:36][CH:35]=[C:34]([NH:38][C@@H:39]([CH2:43][C:44]2[CH:49]=[CH:48][C:47]([O:50][CH3:51])=[CH:46][CH:45]=2)[C:6]([NH:7][C@H:8]([C:10](=[O:30])[NH:11][C@H:12]([B:17]2[O:25][C@H:24]3[C@:19]([CH3:29])([C@H:20]4[CH2:26][C@@H:22]([CH2:23]3)[C:21]4([CH3:27])[CH3:28])[O:18]2)[CH2:13][CH:14]([CH3:15])[CH3:16])[CH3:9])=[O:31])[CH:33]=1, predict the reactants needed to synthesize it. (4) The reactants are: C(O[C:9]([NH:11][C@@H:12]([CH2:26][C:27]1[CH:32]=[CH:31][C:30]([C:33]2[N:38]=[CH:37][C:36]([C:39]3[CH:44]=[CH:43][C:42]([O:45][CH2:46][CH2:47][CH2:48][CH2:49][CH2:50][CH2:51][CH3:52])=[CH:41][CH:40]=3)=[CH:35][N:34]=2)=[CH:29][CH:28]=1)[C:13]([N:15]1[CH2:18][CH:17]([C:19]([O:21][C:22]([CH3:25])([CH3:24])[CH3:23])=[O:20])[CH2:16]1)=[O:14])=[O:10])C1C=CC=CC=1.C([SiH]([CH2:58][CH3:59])CC)C.[CH2:60](N(CC)CC)C.CN(C(ON1N=N[C:77]2[CH:78]=[CH:79][CH:80]=NC1=2)=[N+](C)C)C.F[P-](F)(F)(F)(F)F.CCN([CH:97]([CH3:99])[CH3:98])C(C)C.Cl. Given the product [C:97]([C:59]1[CH:58]=[CH:77][C:78]([C:9]([NH:11][C@@H:12]([CH2:26][C:27]2[CH:28]=[CH:29][C:30]([C:33]3[N:38]=[CH:37][C:36]([C:39]4[CH:40]=[CH:41][C:42]([O:45][CH2:46][CH2:47][CH2:48][CH2:49][CH2:50][CH2:51][CH3:52])=[CH:43][CH:44]=4)=[CH:35][N:34]=3)=[CH:31][CH:32]=2)[C:13]([N:15]2[CH2:16][CH:17]([C:19]([O:21][C:22]([CH3:23])([CH3:25])[CH3:24])=[O:20])[CH2:18]2)=[O:14])=[O:10])=[CH:79][CH:80]=1)([CH3:99])([CH3:60])[CH3:98], predict the reactants needed to synthesize it. (5) The reactants are: [CH3:1][C:2]1[N:7]=[C:6]([CH2:8][CH2:9][OH:10])[CH:5]=[CH:4][C:3]=1[N+:11]([O-:13])=[O:12].N1C=CN=C1.[CH3:19][C:20]([Si:23](Cl)([CH3:25])[CH3:24])([CH3:22])[CH3:21]. Given the product [Si:23]([O:10][CH2:9][CH2:8][C:6]1[N:7]=[C:2]([CH3:1])[C:3]([N+:11]([O-:13])=[O:12])=[CH:4][CH:5]=1)([C:20]([CH3:22])([CH3:21])[CH3:19])([CH3:25])[CH3:24], predict the reactants needed to synthesize it. (6) Given the product [CH3:14][O:12][C:11]([C:4]1[CH:5]=[C:6]([CH:10]=[C:2]([CH3:1])[CH:3]=1)[C:7]([OH:9])=[O:8])=[O:13], predict the reactants needed to synthesize it. The reactants are: [CH3:1][C:2]1[CH:3]=[C:4]([C:11]([OH:13])=[O:12])[CH:5]=[C:6]([CH:10]=1)[C:7]([OH:9])=[O:8].[CH2:14]1COCC1.OS(O)(=O)=O. (7) Given the product [CH3:1][O:2][C:3](=[O:15])[CH:4]([OH:14])[C:5]1[CH:10]=[CH:9][CH:8]=[C:7]([NH:11][C:16]([O:18][C:19]([CH3:22])([CH3:21])[CH3:20])=[O:17])[CH:6]=1, predict the reactants needed to synthesize it. The reactants are: [CH3:1][O:2][C:3](=[O:15])[CH:4]([OH:14])[C:5]1[CH:10]=[CH:9][CH:8]=[C:7]([N+:11]([O-])=O)[CH:6]=1.[C:16](O[C:16]([O:18][C:19]([CH3:22])([CH3:21])[CH3:20])=[O:17])([O:18][C:19]([CH3:22])([CH3:21])[CH3:20])=[O:17].